From a dataset of Full USPTO retrosynthesis dataset with 1.9M reactions from patents (1976-2016). Predict the reactants needed to synthesize the given product. (1) Given the product [N:10]1[CH:11]=[CH:12][CH:13]=[C:8]([N:7]2[C:2]3[N:1]=[CH:28][NH:16][C:3]=3[C:4](=[O:15])[NH:5][C:6]2=[S:14])[CH:9]=1, predict the reactants needed to synthesize it. The reactants are: [NH2:1][C:2]1[N:7]([C:8]2[CH:9]=[N:10][CH:11]=[CH:12][CH:13]=2)[C:6](=[S:14])[NH:5][C:4](=[O:15])[C:3]=1[N:16]=O.[OH-].[NH4+].S(S([O-])=O)([O-])=O.[Na+].[Na+].[C:28](O)(=O)C.C(N)=N. (2) Given the product [S:28]1[CH:29]=[CH:30][N:31]=[C:27]1[NH:26][S:20]([C:17]1[CH:18]=[CH:19][C:14]([S:11]([CH2:10][CH2:9][C:6]2[CH:7]=[CH:8][C:3]([C:2]([F:25])([F:24])[F:1])=[CH:4][CH:5]=2)(=[O:13])=[O:12])=[CH:15][CH:16]=1)(=[O:22])=[O:21], predict the reactants needed to synthesize it. The reactants are: [F:1][C:2]([F:25])([F:24])[C:3]1[CH:8]=[CH:7][C:6]([CH2:9][CH2:10][S:11]([C:14]2[CH:19]=[CH:18][C:17]([S:20](Cl)(=[O:22])=[O:21])=[CH:16][CH:15]=2)(=[O:13])=[O:12])=[CH:5][CH:4]=1.[NH2:26][C:27]1[S:28][CH:29]=[CH:30][N:31]=1.